Dataset: HIV replication inhibition screening data with 41,000+ compounds from the AIDS Antiviral Screen. Task: Binary Classification. Given a drug SMILES string, predict its activity (active/inactive) in a high-throughput screening assay against a specified biological target. (1) The molecule is COC(=O)c1cc(Cl)ccc1NC(=O)c1ccc([N+](=O)[O-])cc1. The result is 0 (inactive). (2) The result is 0 (inactive). The drug is CCc1ccccc1NC(=O)C1=C(C)NC(C)=C(C(=O)Nc2c(CC)cccc2CC)C1c1ccc2c(c1)OCO2.